Task: Predict which catalyst facilitates the given reaction.. Dataset: Catalyst prediction with 721,799 reactions and 888 catalyst types from USPTO (1) Reactant: [Cl:1][C:2]1[CH:27]=[CH:26][C:5]([CH2:6][O:7][C:8]2[CH:13]=[CH:12][N:11]([C:14]3[CH:19]=[CH:18][C:17]([N+:20]([O-])=O)=[C:16]([NH:23][CH3:24])[CH:15]=3)[C:10](=[O:25])[CH:9]=2)=[CH:4][CH:3]=1. Product: [NH2:20][C:17]1[CH:18]=[CH:19][C:14]([N:11]2[CH:12]=[CH:13][C:8]([O:7][CH2:6][C:5]3[CH:26]=[CH:27][C:2]([Cl:1])=[CH:3][CH:4]=3)=[CH:9][C:10]2=[O:25])=[CH:15][C:16]=1[NH:23][CH3:24]. The catalyst class is: 565. (2) Reactant: CCN(C(C)C)C(C)C.[CH:10]1([N:15]2[CH:19]=[C:18]([C:20]([OH:22])=O)[N:17]=[N:16]2)[CH2:14][CH2:13][CH2:12][CH2:11]1.C1C=CC2N(O)N=NC=2C=1.CCN=C=NCCCN(C)C.Cl.[NH2:45][CH2:46][C:47]([N:49]1[CH2:54][CH2:53][N:52]([C:55](=[O:64])[C:56]2[CH:61]=[C:60]([F:62])[CH:59]=[CH:58][C:57]=2[Cl:63])[CH2:51][CH2:50]1)=[O:48].ClC1C=CC(F)=CC=1C(O)=O. Product: [Cl:63][C:57]1[CH:58]=[CH:59][C:60]([F:62])=[CH:61][C:56]=1[C:55]([N:52]1[CH2:51][CH2:50][N:49]([C:47](=[O:48])[CH2:46][NH:45][C:20]([C:18]2[N:17]=[N:16][N:15]([CH:10]3[CH2:11][CH2:12][CH2:13][CH2:14]3)[CH:19]=2)=[O:22])[CH2:54][CH2:53]1)=[O:64]. The catalyst class is: 18. (3) Reactant: Br[C:2]1[CH:7]=[CH:6][C:5]([O:8][C:9]2[CH:14]=[CH:13][CH:12]=[CH:11][CH:10]=2)=[CH:4][C:3]=1[O:15][C:16]1[CH:21]=[CH:20][CH:19]=[CH:18][CH:17]=1.[C:22]1(B(O)O)[C:31]2[C:26](=[CH:27][CH:28]=[CH:29][CH:30]=2)[CH:25]=[CH:24][CH:23]=1.C(=O)([O-])[O-].[K+].[K+].O. Product: [O:15]([C:3]1[CH:4]=[C:5]([O:8][C:9]2[CH:14]=[CH:13][CH:12]=[CH:11][CH:10]=2)[CH:6]=[CH:7][C:2]=1[C:30]1[C:31]2[C:26](=[CH:25][CH:24]=[CH:23][CH:22]=2)[CH:27]=[CH:28][CH:29]=1)[C:16]1[CH:21]=[CH:20][CH:19]=[CH:18][CH:17]=1. The catalyst class is: 596. (4) Reactant: C(O)(=O)C.[NH:5]1[CH2:10][CH2:9][CH:8]([CH:11]([NH:13][CH:14]=[O:15])[CH3:12])[CH2:7][CH2:6]1.[Cl:16][C:17]1[N:22]=[C:21](Cl)[CH:20]=[CH:19][N:18]=1.C(N(C(C)C)C(C)C)C. Product: [Cl:16][C:17]1[N:22]=[C:21]([N:5]2[CH2:10][CH2:9][CH:8]([CH:11]([NH:13][CH:14]=[O:15])[CH3:12])[CH2:7][CH2:6]2)[CH:20]=[CH:19][N:18]=1. The catalyst class is: 8. (5) Product: [CH2:1]([C:9]1[C:10]([C:22]([F:25])([F:24])[F:23])=[C:11]2[C:15]3=[C:16]([CH2:18][NH:19][CH:20]([S:34]([NH2:35])(=[O:37])=[O:36])[CH2:21][N:14]3[CH:13]=[CH:12]2)[CH:17]=1)[CH2:2][C:3]1[CH:4]=[CH:5][CH:6]=[CH:7][CH:8]=1. Reactant: [CH2:1]([C:9]1[C:10]([C:22]([F:25])([F:24])[F:23])=[C:11]2[C:15]3=[C:16]([CH2:18][NH:19][CH2:20][CH2:21][N:14]3[CH:13]=[CH:12]2)[CH:17]=1)[CH2:2][C:3]1[CH:8]=[CH:7][CH:6]=[CH:5][CH:4]=1.C(N(CCN)CC)C.[S:34](Cl)(=[O:37])(=[O:36])[NH2:35]. The catalyst class is: 4. (6) Reactant: [CH:1]1([NH:4][C:5](=[O:43])[NH:6][C:7]2[CH:41]=[CH:40][C:10]([O:11][C:12]3[CH:17]=[CH:16][N:15]=[C:14]4[CH:18]=[C:19]([C:21]5[N:26]=[CH:25][C:24]([CH2:27][O:28][CH:29]6[CH2:32][N:31](C(OC(C)(C)C)=O)[CH2:30]6)=[CH:23][CH:22]=5)[S:20][C:13]=34)=[C:9]([F:42])[CH:8]=2)[CH2:3][CH2:2]1.C(O)(C(F)(F)F)=O. Product: [NH:31]1[CH2:30][CH:29]([O:28][CH2:27][C:24]2[CH:23]=[CH:22][C:21]([C:19]3[S:20][C:13]4[C:14](=[N:15][CH:16]=[CH:17][C:12]=4[O:11][C:10]4[CH:40]=[CH:41][C:7]([NH:6][C:5]([NH:4][CH:1]5[CH2:2][CH2:3]5)=[O:43])=[CH:8][C:9]=4[F:42])[CH:18]=3)=[N:26][CH:25]=2)[CH2:32]1. The catalyst class is: 2. (7) Reactant: [O-]S(C(F)(F)[F:6])(=O)=O.F[N+]1C(Cl)=CC=CC=1Cl.[F:18][C:19]1[C:36]([NH:37][S:38]([CH2:41][CH2:42][CH3:43])(=[O:40])=[O:39])=[CH:35][CH:34]=[C:33]([F:44])[C:20]=1[C:21]([NH:23][C:24]1[CH:25]=[C:26]2[CH:32]=[CH:31][NH:30][C:27]2=[N:28][CH:29]=1)=[O:22]. Product: [F:18][C:19]1[C:36]([NH:37][S:38]([CH2:41][CH2:42][CH3:43])(=[O:40])=[O:39])=[CH:35][CH:34]=[C:33]([F:44])[C:20]=1[C:21]([NH:23][C:24]1[CH:25]=[C:26]2[C:32]([F:6])=[CH:31][NH:30][C:27]2=[N:28][CH:29]=1)=[O:22]. The catalyst class is: 210. (8) Reactant: Br[C:2]1[N:3]=[C:4]([C:15]2[N:19]([CH2:20][O:21][CH2:22][CH2:23][Si:24]([CH3:27])([CH3:26])[CH3:25])[N:18]=[CH:17][CH:16]=2)[N:5]([C:7]2[CH:12]=[CH:11][C:10]([Cl:13])=[CH:9][C:8]=2[Cl:14])[CH:6]=1.C(=O)([O-])[O-].[Cs+].[Cs+].[CH3:34][C:35]1[C:36](B2OC(C)(C)C(C)(C)O2)=[CH:37][C:38]([NH:41][C:42](=[O:44])[CH3:43])=[N:39][CH:40]=1. Product: [Cl:14][C:8]1[CH:9]=[C:10]([Cl:13])[CH:11]=[CH:12][C:7]=1[N:5]1[CH:6]=[C:2]([C:36]2[C:35]([CH3:34])=[CH:40][N:39]=[C:38]([NH:41][C:42](=[O:44])[CH3:43])[CH:37]=2)[N:3]=[C:4]1[C:15]1[N:19]([CH2:20][O:21][CH2:22][CH2:23][Si:24]([CH3:27])([CH3:26])[CH3:25])[N:18]=[CH:17][CH:16]=1. The catalyst class is: 70. (9) Reactant: [H-].[Na+].[F:3][C:4]([F:18])([F:17])[O:5][C:6]1[CH:7]=[C:8]2[C:12](=[CH:13][CH:14]=1)[NH:11][C:10](=[O:15])[C:9]2=[O:16].[CH3:19][O:20][C:21](=[O:30])[CH:22](Br)[CH2:23][CH:24]1[CH2:28][CH2:27][CH2:26][CH2:25]1. Product: [CH3:19][O:20][C:21](=[O:30])[CH:22]([N:11]1[C:12]2[C:8](=[CH:7][C:6]([O:5][C:4]([F:3])([F:17])[F:18])=[CH:14][CH:13]=2)[C:9](=[O:16])[C:10]1=[O:15])[CH2:23][CH:24]1[CH2:25][CH2:26][CH2:27][CH2:28]1. The catalyst class is: 35.